This data is from Catalyst prediction with 721,799 reactions and 888 catalyst types from USPTO. The task is: Predict which catalyst facilitates the given reaction. (1) Reactant: [CH3:1][O:2][C:3]1[CH:4]=[C:5]2[C:10](=[CH:11][C:12]=1[O:13][CH3:14])[C:9]([CH2:15][CH2:16][CH3:17])=[N:8][C:7]([OH:18])=[CH:6]2.[ClH:19].[Cl:20][CH2:21][C:22]1[C:23]([NH:34][CH2:35][C:36]([F:39])([F:38])[F:37])=[N:24][C:25]2[C:30]([CH:31]=1)=[CH:29][C:28]([O:32][CH3:33])=[CH:27][CH:26]=2.[Li+].[OH-]. Product: [ClH:20].[ClH:19].[CH3:1][O:2][C:3]1[CH:4]=[C:5]2[C:10](=[CH:11][C:12]=1[O:13][CH3:14])[C:9]([CH2:15][CH2:16][CH3:17])=[N:8][C:7]([OH:18])=[C:6]2[CH2:21][C:22]1[C:23]([NH:34][CH2:35][C:36]([F:39])([F:37])[F:38])=[N:24][C:25]2[C:30]([CH:31]=1)=[CH:29][C:28]([O:32][CH3:33])=[CH:27][CH:26]=2. The catalyst class is: 76. (2) Reactant: Cl[C:2]1[C:7]([O:8][CH3:9])=[CH:6][C:5]([F:10])=[CH:4][N:3]=1.CC(C)([O-])C.[Na+].C1C=CC(P(C2C(C3C(P(C4C=CC=CC=4)C4C=CC=CC=4)=CC=C4C=3C=CC=C4)=C3C(C=CC=C3)=CC=2)C2C=CC=CC=2)=CC=1.C(=[NH:76])(C1C=CC=CC=1)C1C=CC=CC=1. Product: [F:10][C:5]1[CH:6]=[C:7]([O:8][CH3:9])[C:2]([NH2:76])=[N:3][CH:4]=1. The catalyst class is: 101. (3) The catalyst class is: 4. Reactant: [C:1]([NH:18][C@H:19]([C:32]([OH:34])=O)[CH2:20][C:21]1[CH:26]=[CH:25][C:24]([O:27][C:28]([CH3:31])([CH3:30])[CH3:29])=[CH:23][CH:22]=1)([O:3][CH2:4][CH:5]1[C:17]2[C:12](=[CH:13][CH:14]=[CH:15][CH:16]=2)[C:11]2[C:6]1=[CH:7][CH:8]=[CH:9][CH:10]=2)=[O:2].N1C=CC=CC=1.N1C(F)=NC(F)=NC=1[F:43]. Product: [C:1]([NH:18][C@H:19]([C:32]([F:43])=[O:34])[CH2:20][C:21]1[CH:26]=[CH:25][C:24]([O:27][C:28]([CH3:31])([CH3:30])[CH3:29])=[CH:23][CH:22]=1)([O:3][CH2:4][CH:5]1[C:17]2[C:12](=[CH:13][CH:14]=[CH:15][CH:16]=2)[C:11]2[C:6]1=[CH:7][CH:8]=[CH:9][CH:10]=2)=[O:2]. (4) Reactant: [O:1]1[C:6]2[CH:7]=[CH:8][CH:9]=[CH:10][C:5]=2[O:4][CH2:3][CH:2]1[CH2:11][N:12]1[CH2:17][CH2:16][CH2:15][C:14]([CH2:19][OH:20])([CH3:18])[CH2:13]1.[H-].[Na+].[CH3:23]I.O. Product: [O:1]1[C:6]2[CH:7]=[CH:8][CH:9]=[CH:10][C:5]=2[O:4][CH2:3][CH:2]1[CH2:11][N:12]1[CH2:17][CH2:16][CH2:15][C:14]([CH2:19][O:20][CH3:23])([CH3:18])[CH2:13]1. The catalyst class is: 1. (5) Reactant: [Cl:1][C:2]1[C:3]([N:27]([CH:29]([CH3:31])[CH3:30])[CH3:28])=[CH:4][C:5]2[N:11]=[C:10]([C:12]3[CH:17]=[CH:16][CH:15]=[C:14]([N:18]4[C:22]([CH2:23]O)=[CH:21][N:20]=[N:19]4)[CH:13]=3)[CH2:9][C:8](=[O:25])[NH:7][C:6]=2[CH:26]=1.S(Cl)(Cl)=O.[Cl-].[CH:37]1([NH2:40])[CH2:39][CH2:38]1. Product: [Cl:1][C:2]1[C:3]([N:27]([CH:29]([CH3:31])[CH3:30])[CH3:28])=[CH:4][C:5]2[N:11]=[C:10]([C:12]3[CH:17]=[CH:16][CH:15]=[C:14]([N:18]4[C:22]([CH2:23][NH:40][CH:37]5[CH2:39][CH2:38]5)=[CH:21][N:20]=[N:19]4)[CH:13]=3)[CH2:9][C:8](=[O:25])[NH:7][C:6]=2[CH:26]=1. The catalyst class is: 139.